This data is from Full USPTO retrosynthesis dataset with 1.9M reactions from patents (1976-2016). The task is: Predict the reactants needed to synthesize the given product. (1) Given the product [C:17]1([CH:16]([O:1][C:2]2[CH:7]=[CH:6][CH:5]=[CH:4][CH:3]=2)[CH:15]=[CH2:14])[CH:22]=[CH:21][CH:20]=[CH:19][CH:18]=1, predict the reactants needed to synthesize it. The reactants are: [O-:1][C:2]1[CH:7]=[CH:6][CH:5]=[CH:4][CH:3]=1.[Na+].C(=O)(O[CH2:14][CH:15]=[CH:16][C:17]1[CH:22]=[CH:21][CH:20]=[CH:19][CH:18]=1)OCC. (2) The reactants are: [C:1]([Cl:9])(=[O:8])[CH2:2][CH2:3][CH2:4][CH2:5][CH2:6][CH3:7].[CH3:10][S:11]([CH2:14][CH2:15][O:16][CH2:17][CH2:18][NH:19][C:20]1[C:29]2[C:24](=[CH:25][CH:26]=[CH:27][CH:28]=2)[N:23]=[CH:22][C:21]=1[NH2:30])(=[O:13])=[O:12]. Given the product [ClH:9].[CH3:10][S:11]([CH2:14][CH2:15][O:16][CH2:17][CH2:18][NH:19][C:20]1[C:29]2[C:24](=[CH:25][CH:26]=[CH:27][CH:28]=2)[N:23]=[CH:22][C:21]=1[NH:30][C:1](=[O:8])[CH2:2][CH2:3][CH2:4][CH2:5][CH2:6][CH3:7])(=[O:13])=[O:12], predict the reactants needed to synthesize it. (3) Given the product [ClH:34].[ClH:53].[F:46][C:47]([F:61])([F:62])[C:48]1[CH:49]=[C:50]([CH:54]=[C:55]([C:57]([F:60])([F:58])[F:59])[CH:56]=1)[C:51]([N:10]1[CH2:11][CH2:12][N:13]([CH2:35][CH2:36][N:37]2[CH2:42][CH2:41][O:40][C@H:39]([CH2:43][O:44][CH3:45])[CH2:38]2)[CH2:14][CH:9]1[CH2:8][C:7]1[CH:15]=[CH:16][C:17]([C:18]([F:20])([F:21])[F:19])=[C:5]([O:4][CH3:3])[CH:6]=1)=[O:52], predict the reactants needed to synthesize it. The reactants are: Br.Br.[CH3:3][O:4][C:5]1[CH:6]=[C:7]([CH:15]=[CH:16][C:17]=1[C:18]([F:21])([F:20])[F:19])[CH2:8][CH:9]1[CH2:14][NH:13][CH2:12][CH2:11][NH:10]1.[I-].[K+].C(N(CC)C(C)C)(C)C.Cl.[Cl:34][CH2:35][CH2:36][N:37]1[CH2:42][CH2:41][O:40][C@@H:39]([CH2:43][O:44][CH3:45])[CH2:38]1.[F:46][C:47]([F:62])([F:61])[C:48]1[CH:49]=[C:50]([CH:54]=[C:55]([C:57]([F:60])([F:59])[F:58])[CH:56]=1)[C:51]([Cl:53])=[O:52].Cl. (4) Given the product [NH2:19][C:18]1[N:17]=[CH:16][C:15]2[C:20]([C:23]3[CH2:24][CH2:25][N:26]([C:37]([NH:36][C:31]4[CH:32]=[CH:33][CH:34]=[CH:35][C:30]=4[Cl:29])=[O:38])[CH2:27][CH:28]=3)=[CH:21][O:22][C:14]=2[C:13]=1[O:12][C@@H:10]([C:3]1[C:4]([Cl:9])=[CH:5][CH:6]=[C:7]([F:8])[C:2]=1[Cl:1])[CH3:11], predict the reactants needed to synthesize it. The reactants are: [Cl:1][C:2]1[C:7]([F:8])=[CH:6][CH:5]=[C:4]([Cl:9])[C:3]=1[C@H:10]([O:12][C:13]1[C:14]2[O:22][CH:21]=[C:20]([C:23]3[CH2:24][CH2:25][NH:26][CH2:27][CH:28]=3)[C:15]=2[CH:16]=[N:17][C:18]=1[NH2:19])[CH3:11].[Cl:29][C:30]1[CH:35]=[CH:34][CH:33]=[CH:32][C:31]=1[N:36]=[C:37]=[O:38].CCN(C(C)C)C(C)C. (5) Given the product [CH3:1][O:2][C:3]1[CH:4]=[C:5]([CH:8]=[CH:9][C:10]=1[O:11][CH3:12])[CH2:6][NH:7][C:18]1[C:17]2[N:21]=[CH:22][N:23]([C:16]=2[N:15]=[CH:14][N:19]=1)[C@@H:24]1[O:28][C@H:27]([CH2:29][OH:30])[C@@H:26]([OH:31])[C@H:25]1[OH:32], predict the reactants needed to synthesize it. The reactants are: [CH3:1][O:2][C:3]1[CH:4]=[C:5]([CH:8]=[CH:9][C:10]=1[O:11][CH3:12])[CH2:6][NH2:7].Cl.[CH:14]1[N:19]=[C:18](Cl)[C:17]2[N:21]=[CH:22][N:23]([C@@H:24]3[O:28][C@H:27]([CH2:29][OH:30])[C@@H:26]([OH:31])[C@H:25]3[OH:32])[C:16]=2[N:15]=1.C(N(CC)C(C)C)(C)C. (6) Given the product [C:1]([N:4]1[CH2:5][CH2:6][CH:7]([C:10]([N:12]2[CH2:17][CH2:16][C@@H:15]([N:18]([CH2:45][CH3:46])[C:19]([N:20]([C:22]3[CH:23]=[C:24]([C:32]([F:35])([F:33])[F:34])[CH:25]=[C:26]([C:28]([F:29])([F:30])[F:31])[CH:27]=3)[CH3:21])=[O:36])[C@H:14]([C:37]3[CH:42]=[CH:41][C:40]([Cl:43])=[C:39]([Cl:44])[CH:38]=3)[CH2:13]2)=[O:11])[CH2:8][CH2:9]1)(=[O:3])[CH3:2], predict the reactants needed to synthesize it. The reactants are: [C:1]([N:4]1[CH2:9][CH2:8][CH:7]([C:10]([N:12]2[CH2:17][CH2:16][C@@H:15]([NH:18][C:19](=[O:36])[N:20]([C:22]3[CH:27]=[C:26]([C:28]([F:31])([F:30])[F:29])[CH:25]=[C:24]([C:32]([F:35])([F:34])[F:33])[CH:23]=3)[CH3:21])[C@H:14]([C:37]3[CH:42]=[CH:41][C:40]([Cl:43])=[C:39]([Cl:44])[CH:38]=3)[CH2:13]2)=[O:11])[CH2:6][CH2:5]1)(=[O:3])[CH3:2].[CH2:45](I)[CH3:46]. (7) Given the product [C:1]([O:5][C:6](=[O:7])[NH:8][CH2:9][C:10]1[CH:11]=[CH:12][C:13]([F:19])=[C:14]([C:21]2[CH:22]=[N:23][C:24]([C:27]([F:30])([F:29])[F:28])=[N:25][CH:26]=2)[CH:15]=1)([CH3:4])([CH3:3])[CH3:2], predict the reactants needed to synthesize it. The reactants are: [C:1]([O:5][C:6]([NH:8][CH2:9][C:10]1[CH:11]=[CH:12][C:13]([F:19])=[C:14](B(O)O)[CH:15]=1)=[O:7])([CH3:4])([CH3:3])[CH3:2].Br[C:21]1[CH:22]=[N:23][C:24]([C:27]([F:30])([F:29])[F:28])=[N:25][CH:26]=1.C(=O)([O-])[O-].[K+].[K+].O.